From a dataset of Forward reaction prediction with 1.9M reactions from USPTO patents (1976-2016). Predict the product of the given reaction. (1) Given the reactants [Cl:1][C:2]1[N:7]=[C:6]([NH:8][C:9]2[CH:14]=[CH:13][C:12]3OCCO[C:11]=3[CH:10]=2)[C:5]([F:19])=[CH:4][N:3]=1.ClC1N=C(Cl)C(F)=CN=1.NC1C=CC([CH2:34][OH:35])=CC=1, predict the reaction product. The product is: [Cl:1][C:2]1[N:7]=[C:6]([NH:8][C:9]2[CH:10]=[CH:11][C:12]([CH2:34][OH:35])=[CH:13][CH:14]=2)[C:5]([F:19])=[CH:4][N:3]=1. (2) Given the reactants Cl.[NH:2]1[C:10]2[C:5](=[CH:6][CH:7]=[CH:8][CH:9]=2)[C:4]([CH2:11][CH2:12][NH:13][CH:14]2[C:22]3[C:17](=[CH:18][C:19]([C:23]([O:25][CH2:26][CH3:27])=[O:24])=[CH:20][CH:21]=3)[CH2:16][CH2:15]2)=[CH:3]1.[C:28](Cl)(=[O:30])[CH3:29].CCN(CC)CC, predict the reaction product. The product is: [C:28]([N:13]([CH2:12][CH2:11][C:4]1[C:5]2[C:10](=[CH:9][CH:8]=[CH:7][CH:6]=2)[NH:2][CH:3]=1)[CH:14]1[C:22]2[C:17](=[CH:18][C:19]([C:23]([O:25][CH2:26][CH3:27])=[O:24])=[CH:20][CH:21]=2)[CH2:16][CH2:15]1)(=[O:30])[CH3:29]. (3) Given the reactants [C:1]([C:5]1[C:6]([OH:21])=[CH:7][C:8]([CH:12]([CH:14]2[CH2:20][CH2:19][CH2:18][CH2:17][CH2:16][CH2:15]2)O)=[C:9]([OH:11])[CH:10]=1)([CH3:4])([CH3:3])[CH3:2].O.C1(C)C=CC(S(O)(=O)=O)=CC=1.O, predict the reaction product. The product is: [C:1]([C:5]1[C:6]([OH:21])=[CH:7][C:8]2[CH2:12][C:14]3([O:11][C:9]=2[CH:10]=1)[CH2:20][CH2:19][CH2:18][CH2:17][CH2:16][CH2:15]3)([CH3:4])([CH3:3])[CH3:2]. (4) Given the reactants [OH:1][CH2:2][CH2:3][C:4]1[CH:9]=[CH:8][CH:7]=[CH:6][C:5]=1[OH:10].Br[C:12]1[CH:17]=[CH:16][CH:15]=[CH:14][CH:13]=1.N1C=CC=CC=1CC(=O)C.C([O-])([O-])=O.[Cs+].[Cs+], predict the reaction product. The product is: [O:10]([C:5]1[CH:6]=[CH:7][CH:8]=[CH:9][C:4]=1[CH2:3][CH2:2][OH:1])[C:12]1[CH:17]=[CH:16][CH:15]=[CH:14][CH:13]=1.